From a dataset of Reaction yield outcomes from USPTO patents with 853,638 reactions. Predict the reaction yield, written as a fraction of the theoretical maximum amount of product (1.0 means a 100% yield; for example, 0.34 means a 34% yield). (1) The reactants are C([NH:4][C:5]1[CH:25]=[CH:24][C:8]([O:9][C:10]2[N:11]3[C:15]([CH:16]=[CH:17][CH:18]=2)=[N:14][C:13]([NH:19][C:20](=[O:23])[O:21][CH3:22])=[CH:12]3)=[CH:7][CH:6]=1)(=O)C.Cl.[NH4+].[OH-]. The catalyst is O. The product is [NH2:4][C:5]1[CH:6]=[CH:7][C:8]([O:9][C:10]2[N:11]3[C:15]([CH:16]=[CH:17][CH:18]=2)=[N:14][C:13]([NH:19][C:20](=[O:23])[O:21][CH3:22])=[CH:12]3)=[CH:24][CH:25]=1. The yield is 0.740. (2) The reactants are CO.[F:3][C:4]1[CH:9]=[CH:8][C:7]([F:10])=[CH:6][C:5]=1[C@H:11]1[CH2:15][CH2:14][CH2:13][N:12]1[C:16]1[CH:21]=[CH:20][N:19]2[N:22]=[CH:23][C:24]([NH:25][C:26]([N:28]3[CH2:31][C:30]([OH:33])([CH3:32])[CH2:29]3)=[O:27])=[C:18]2[N:17]=1.[ClH:34]. The catalyst is O1CCOCC1. The product is [ClH:34].[F:3][C:4]1[CH:9]=[CH:8][C:7]([F:10])=[CH:6][C:5]=1[C@H:11]1[CH2:15][CH2:14][CH2:13][N:12]1[C:16]1[CH:21]=[CH:20][N:19]2[N:22]=[CH:23][C:24]([NH:25][C:26]([N:28]3[CH2:31][C:30]([OH:33])([CH3:32])[CH2:29]3)=[O:27])=[C:18]2[N:17]=1. The yield is 0.750. (3) The reactants are [C:1]([O:5][C:6]([N:8]1[CH2:12][CH2:11][CH2:10][C@H:9]1[CH2:13]OS(C)(=O)=O)=[O:7])([CH3:4])([CH3:3])[CH3:2].C([BH-](CC)CC)C.[Li+].C(OCC)(=O)C.O. The catalyst is O1CCCC1. The product is [C:1]([O:5][C:6]([N:8]1[CH2:12][CH2:11][CH2:10][C@H:9]1[CH3:13])=[O:7])([CH3:4])([CH3:2])[CH3:3]. The yield is 0.535. (4) The reactants are [F:1][C:2]1[CH:3]=[CH:4][C:5]2[C:11](=O)[C:10]3[CH:13]=[CH:14][CH:15]=[CH:16][C:9]=3[CH2:8][O:7][C:6]=2[CH:17]=1.[CH3:18][Mg+].[Br-]. The catalyst is C1COCC1. The product is [F:1][C:2]1[CH:3]=[CH:4][C:5]2[C:11](=[CH2:18])[C:10]3[CH:13]=[CH:14][CH:15]=[CH:16][C:9]=3[CH2:8][O:7][C:6]=2[CH:17]=1. The yield is 0.810.